From a dataset of Catalyst prediction with 721,799 reactions and 888 catalyst types from USPTO. Predict which catalyst facilitates the given reaction. (1) Reactant: [CH3:1][O:2][C:3]1[CH:20]=[C:19]([O:21][CH3:22])[CH:18]=[C:17]2[C:4]=1[C@@:5]1([CH3:26])[C@H:14]([CH2:15][S:16]2)[C@:13]2([CH3:23])[C@H:8]([C:9]([CH3:25])([CH3:24])[CH2:10][CH2:11][CH2:12]2)[CH2:7][CH2:6]1.ClC1C=C(C=CC=1)C(OO)=[O:32]. Product: [CH3:1][O:2][C:3]1[CH:20]=[C:19]([O:21][CH3:22])[CH:18]=[C:17]2[C:4]=1[C@@:5]1([CH3:26])[C@H:14]([CH2:15][S:16]2=[O:32])[C@:13]2([CH3:23])[C@H:8]([C:9]([CH3:25])([CH3:24])[CH2:10][CH2:11][CH2:12]2)[CH2:7][CH2:6]1. The catalyst class is: 2. (2) Reactant: [CH:1](=[C:8](/[CH2:12][CH2:13][CH2:14][CH3:15])\[C:9](=[O:11])[CH3:10])/[C:2]1[CH:7]=[CH:6][CH:5]=[CH:4][CH:3]=1. Product: [C:2]1([CH2:1][CH:8]([CH2:12][CH2:13][CH2:14][CH3:15])[C:9](=[O:11])[CH3:10])[CH:7]=[CH:6][CH:5]=[CH:4][CH:3]=1. The catalyst class is: 29. (3) Reactant: [CH:1]1[C:6]([NH2:7])=[CH:5][CH:4]=[C:3]([OH:8])[CH:2]=1.CC(C)([O-])C.[K+].C(=O)([O-])[O-].[K+].[K+].[CH2:21]([O:28][CH2:29][N:30]1[C:34]2=[N:35][CH:36]=[CH:37][C:38](Cl)=[C:33]2[CH:32]=[CH:31]1)[C:22]1[CH:27]=[CH:26][CH:25]=[CH:24][CH:23]=1. Product: [CH2:21]([O:28][CH2:29][N:30]1[C:34]2=[N:35][CH:36]=[CH:37][C:38]([O:8][C:3]3[CH:4]=[CH:5][C:6]([NH2:7])=[CH:1][CH:2]=3)=[C:33]2[CH:32]=[CH:31]1)[C:22]1[CH:23]=[CH:24][CH:25]=[CH:26][CH:27]=1. The catalyst class is: 37. (4) Reactant: [Li:1]CCCC.CCCCCC.[CH:12]([NH:15][CH:16]([CH3:18])[CH3:17])([CH3:14])[CH3:13].[CH3:19][CH:20]1[C:29]2[C:24](=[N:25][C:26]([CH3:30])=[CH:27][CH:28]=2)[N:23]([C:31]([O:33][C:34]([CH3:37])([CH3:36])[CH3:35])=[O:32])[CH2:22][CH2:21]1.[CH2:38]([O:40][C:41](=O)[O:42]CC)[CH3:39]. Product: [Li+:1].[CH3:13][CH:12]([N-:15][CH:16]([CH3:18])[CH3:17])[CH3:14].[CH2:38]([O:40][C:41](=[O:42])[CH2:30][C:26]1[N:25]=[C:24]2[C:29]([CH:20]([CH3:19])[CH2:21][CH2:22][N:23]2[C:31]([O:33][C:34]([CH3:36])([CH3:35])[CH3:37])=[O:32])=[CH:28][CH:27]=1)[CH3:39]. The catalyst class is: 1. (5) Reactant: [C:1]([O:5][C:6]([NH:8][C@@H:9]([C@H:14]([O:16][Si:17]([C:20]([CH3:23])([CH3:22])[CH3:21])([CH3:19])[CH3:18])[CH3:15])[C:10]([O:12]C)=[O:11])=[O:7])([CH3:4])([CH3:3])[CH3:2].[Li+].[OH-].Cl. Product: [C:1]([O:5][C:6]([NH:8][C@@H:9]([C@H:14]([O:16][Si:17]([C:20]([CH3:21])([CH3:23])[CH3:22])([CH3:18])[CH3:19])[CH3:15])[C:10]([OH:12])=[O:11])=[O:7])([CH3:4])([CH3:3])[CH3:2]. The catalyst class is: 220. (6) Reactant: FC(F)(F)C(O)=O.C(OC([N:15]1[CH2:20][CH2:19][C:18]2([C:28]3[C:23](=[CH:24][CH:25]=[C:26]([Cl:29])[CH:27]=3)[N:22]([C:30](=[O:32])[CH3:31])[CH2:21]2)[CH2:17][CH2:16]1)=O)(C)(C)C.CO.ClCCl.C(N(CC)CC)C. Product: [C:30]([N:22]1[C:23]2[C:28](=[CH:27][C:26]([Cl:29])=[CH:25][CH:24]=2)[C:18]2([CH2:19][CH2:20][NH:15][CH2:16][CH2:17]2)[CH2:21]1)(=[O:32])[CH3:31]. The catalyst class is: 4.